The task is: Predict the product of the given reaction.. This data is from Forward reaction prediction with 1.9M reactions from USPTO patents (1976-2016). (1) Given the reactants [CH2:1]([O:8][C:9]1[CH:18]=[C:17]2[C:12]([CH:13]=[CH:14][C:15](=[O:19])[NH:16]2)=[C:11]([CH:20]2[CH2:22][O:21]2)[CH:10]=1)[C:2]1[CH:7]=[CH:6][CH:5]=[CH:4][CH:3]=1.[CH3:23][O:24][C:25]1[CH:30]=[CH:29][C:28]([CH2:31][C:32]([NH2:35])([CH3:34])[CH3:33])=[CH:27][CH:26]=1.C(O)(C)C.C(O)(=O)C(C(C(O)=O)O)O, predict the reaction product. The product is: [CH2:1]([O:8][C:9]1[CH:18]=[C:17]2[C:12]([CH:13]=[CH:14][C:15](=[O:19])[NH:16]2)=[C:11]([CH:20]([OH:21])[CH2:22][NH:35][C:32]([CH3:34])([CH3:33])[CH2:31][C:28]2[CH:29]=[CH:30][C:25]([O:24][CH3:23])=[CH:26][CH:27]=2)[CH:10]=1)[C:2]1[CH:7]=[CH:6][CH:5]=[CH:4][CH:3]=1. (2) Given the reactants C(O[C@H]1C2C(=CC(Br)=CC=2)[C@@H](NC[C@@H](O)[C@@H](N)CC2C=C(F)C=C(F)C=2)C1)C=C.Br[C:31]1[CH:32]=[CH:33][C:34]2[C@H:35]3[CH2:52][C@@H:49]([C:50]=2[CH:51]=1)[NH:48][CH2:47][C@@H:46]([OH:53])[C@H:45]([CH2:54][C:55]1[CH:60]=[C:59]([F:61])[CH:58]=[C:57]([F:62])[CH:56]=1)[NH:44][C:43](=[O:63])[CH2:42][CH2:41][CH2:40][CH:39]=[CH:38][CH2:37][O:36]3.[CH3:64][N:65]1[CH2:72][CH:71]2[CH:67]([CH2:68][NH:69][CH2:70]2)[CH2:66]1, predict the reaction product. The product is: [F:62][C:57]1[CH:56]=[C:55]([CH:60]=[C:59]([F:61])[CH:58]=1)[CH2:54][C@@H:45]1[NH:44][C:43](=[O:63])[CH2:42][CH2:41][CH2:40][CH:39]=[CH:38][CH2:37][O:36][C@@H:35]2[CH2:52][C@@H:49]([C:50]3[CH:51]=[C:31]([N:69]4[CH2:70][CH:71]5[CH:67]([CH2:66][N:65]([CH3:64])[CH2:72]5)[CH2:68]4)[CH:32]=[CH:33][C:34]=32)[NH:48][CH2:47][C@H:46]1[OH:53].